From a dataset of Full USPTO retrosynthesis dataset with 1.9M reactions from patents (1976-2016). Predict the reactants needed to synthesize the given product. (1) Given the product [CH3:7][Si:6]([CH3:9])([CH3:8])[C:5]#[C:4][C:1]1([CH3:11])[CH2:3][CH2:2]1, predict the reactants needed to synthesize it. The reactants are: [CH:1]1([C:4]#[C:5][Si:6]([CH3:9])([CH3:8])[CH3:7])[CH2:3][CH2:2]1.[Li][CH2:11]CCC.S(OC)(OC)(=O)=O. (2) Given the product [CH2:27]([NH:15][C:16]1[CH:17]=[C:18]([CH:22]([OH:26])[CH2:23][C:24]#[N:25])[CH:19]=[CH:20][CH:21]=1)[C:28]1[CH:33]=[CH:32][CH:31]=[CH:30][CH:29]=1, predict the reactants needed to synthesize it. The reactants are: [BH-](OC(C)=O)(OC(C)=O)OC(C)=O.[Na+].[NH2:15][C:16]1[CH:17]=[C:18]([CH:22]([OH:26])[CH2:23][C:24]#[N:25])[CH:19]=[CH:20][CH:21]=1.[CH:27](=O)[C:28]1[CH:33]=[CH:32][CH:31]=[CH:30][CH:29]=1. (3) Given the product [Si:10]([O:11][CH2:12][C:13]#[C:14][C:30]([C@@H:32]1[CH2:36][CH2:35][CH2:34][N:33]1[C:37]([O:39][C:40]([CH3:43])([CH3:42])[CH3:41])=[O:38])=[O:31])([C:6]([CH3:9])([CH3:7])[CH3:8])([C:15]1[CH:20]=[CH:19][CH:18]=[CH:17][CH:16]=1)[C:21]1[CH:22]=[CH:23][CH:24]=[CH:25][CH:26]=1, predict the reactants needed to synthesize it. The reactants are: [Li]CCCC.[C:6]([Si:10]([C:21]1[CH:26]=[CH:25][CH:24]=[CH:23][CH:22]=1)([C:15]1[CH:20]=[CH:19][CH:18]=[CH:17][CH:16]=1)[O:11][CH2:12][C:13]#[CH:14])([CH3:9])([CH3:8])[CH3:7].CON(C)[C:30]([C@@H:32]1[CH2:36][CH2:35][CH2:34][N:33]1[C:37]([O:39][C:40]([CH3:43])([CH3:42])[CH3:41])=[O:38])=[O:31].[NH4+].[Cl-].